This data is from Full USPTO retrosynthesis dataset with 1.9M reactions from patents (1976-2016). The task is: Predict the reactants needed to synthesize the given product. (1) Given the product [NH2:24][C:5]1[CH:4]=[C:3]([C:27]([F:29])([F:30])[F:28])[C:2]([Cl:1])=[CH:7][C:6]=1[NH:8][CH:9]1[CH2:10][CH2:11][N:12]([C@H:15]2[CH2:20][CH2:19][C@H:18]([O:21][CH2:22][CH3:23])[CH2:17][CH2:16]2)[CH2:13][CH2:14]1, predict the reactants needed to synthesize it. The reactants are: [Cl:1][C:2]1[C:3]([C:27]([F:30])([F:29])[F:28])=[CH:4][C:5]([N+:24]([O-])=O)=[C:6]([NH:8][CH:9]2[CH2:14][CH2:13][N:12]([C@H:15]3[CH2:20][CH2:19][C@H:18]([O:21][CH2:22][CH3:23])[CH2:17][CH2:16]3)[CH2:11][CH2:10]2)[CH:7]=1.O.NN. (2) The reactants are: [O:1]1[C:5]2[CH:6]=[CH:7][C:8]([CH2:10][N:11]3[CH2:16][CH2:15][C:14]([CH2:18][C:19](=[O:26])[C:20]4[CH:25]=[CH:24][CH:23]=[CH:22][CH:21]=4)(O)[CH2:13][CH2:12]3)=[CH:9][C:4]=2[O:3][CH2:2]1.C(=O)=O.CC(C)=O.CCN(S(F)(F)[F:40])CC.[Cl:43]CCl. Given the product [ClH:43].[O:1]1[C:5]2[CH:6]=[CH:7][C:8]([CH2:10][N:11]3[CH2:16][CH2:15][C:14]([CH2:18][C:19](=[O:26])[C:20]4[CH:25]=[CH:24][CH:23]=[CH:22][CH:21]=4)([F:40])[CH2:13][CH2:12]3)=[CH:9][C:4]=2[O:3][CH2:2]1, predict the reactants needed to synthesize it. (3) The reactants are: [C:1]([CH2:4][C:5]1[CH:39]=[CH:38][C:8]([CH2:9][CH2:10][CH2:11][NH:12][C:13]2[CH:18]=[C:17]([O:19][CH3:20])[CH:16]=[CH:15][C:14]=2[C@@H:21]2[CH2:30][CH2:29][C:28]3[CH:27]=[C:26]([O:31]C(=O)C(C)(C)C)[CH:25]=[CH:24][C:23]=3[CH2:22]2)=[CH:7][CH:6]=1)(O)=O.Cl.[CH:41]12[NH:47][CH:44]([CH2:45][CH2:46]1)[CH2:43][CH2:42]2. Given the product [CH:44]12[N:47]([CH2:1][CH2:4][C:5]3[CH:6]=[CH:7][C:8]([CH2:9][CH2:10][CH2:11][NH:12][C:13]4[CH:18]=[C:17]([O:19][CH3:20])[CH:16]=[CH:15][C:14]=4[C@@H:21]4[CH2:30][CH2:29][C:28]5[CH:27]=[C:26]([OH:31])[CH:25]=[CH:24][C:23]=5[CH2:22]4)=[CH:38][CH:39]=3)[CH:41]([CH2:46][CH2:45]1)[CH2:42][CH2:43]2, predict the reactants needed to synthesize it. (4) Given the product [CH:18]1([NH:23][C:3]2[N:4]=[C:5]([CH2:12][C:13]3[CH:17]=[CH:16][S:15][CH:14]=3)[NH:6][C:7](=[O:11])[C:8]=2[C:9]#[N:10])[CH2:22][CH2:21][CH2:20][CH2:19]1, predict the reactants needed to synthesize it. The reactants are: CS[C:3]1[N:4]=[C:5]([CH2:12][C:13]2[CH:17]=[CH:16][S:15][CH:14]=2)[NH:6][C:7](=[O:11])[C:8]=1[C:9]#[N:10].[CH:18]1([NH2:23])[CH2:22][CH2:21][CH2:20][CH2:19]1. (5) Given the product [NH2:1][C:2]1[CH:7]=[CH:6][C:5]([NH2:8])=[CH:4][C:3]=1[C:9]1[S:10][CH:11]=[CH:12][N:13]=1, predict the reactants needed to synthesize it. The reactants are: [NH2:1][C:2]1[CH:7]=[CH:6][C:5]([NH2:8])=[CH:4][C:3]=1[C:9]1[S:10][C:11](C)=[C:12](C)[N:13]=1.NC1C=CC(N)=CC=1C1SC=C(C2C=CC=CC=2)N=1.NC1C=CC(N)=CC=1C1SC=C(C)N=1. (6) The reactants are: [F:1][C:2]1[CH:3]=[C:4]([OH:9])[CH:5]=[C:6]([F:8])[CH:7]=1.N1C=CN=C1.[CH3:15][C:16]([Si:19](Cl)([CH3:21])[CH3:20])([CH3:18])[CH3:17]. Given the product [C:16]([Si:19]([O:9][C:4]1[CH:3]=[C:2]([F:1])[CH:7]=[C:6]([F:8])[CH:5]=1)([CH3:21])[CH3:20])([CH3:18])([CH3:17])[CH3:15], predict the reactants needed to synthesize it.